From a dataset of Peptide-MHC class I binding affinity with 185,985 pairs from IEDB/IMGT. Regression. Given a peptide amino acid sequence and an MHC pseudo amino acid sequence, predict their binding affinity value. This is MHC class I binding data. (1) The peptide sequence is LSSSVPSQK. The MHC is HLA-A03:01 with pseudo-sequence HLA-A03:01. The binding affinity (normalized) is 0.434. (2) The peptide sequence is NIFMTLVPVL. The MHC is HLA-A68:02 with pseudo-sequence HLA-A68:02. The binding affinity (normalized) is 0.356. (3) The peptide sequence is GRIDKPILK. The MHC is HLA-A11:01 with pseudo-sequence HLA-A11:01. The binding affinity (normalized) is 0.168. (4) The peptide sequence is QLTPHTKAV. The MHC is HLA-B58:01 with pseudo-sequence HLA-B58:01. The binding affinity (normalized) is 0. (5) The peptide sequence is ISYGGGWKL. The MHC is HLA-B58:01 with pseudo-sequence HLA-B58:01. The binding affinity (normalized) is 0.587. (6) The peptide sequence is STLLTWHMH. The MHC is HLA-A33:01 with pseudo-sequence HLA-A33:01. The binding affinity (normalized) is 0. (7) The peptide sequence is RPRIRLSAP. The MHC is HLA-A03:01 with pseudo-sequence HLA-A03:01. The binding affinity (normalized) is 0.0847. (8) The peptide sequence is RQHGFTPSK. The MHC is HLA-B39:01 with pseudo-sequence HLA-B39:01. The binding affinity (normalized) is 0.0847. (9) The peptide sequence is NSDTVDWSW. The MHC is HLA-B48:01 with pseudo-sequence HLA-B48:01. The binding affinity (normalized) is 0.0847.